From a dataset of Forward reaction prediction with 1.9M reactions from USPTO patents (1976-2016). Predict the product of the given reaction. (1) Given the reactants [Cl:1][C:2]1[CH:3]=[C:4]([O:15][C:16]2[CH:21]=[CH:20][CH:19]=[CH:18][CH:17]=2)[C:5]([NH:8][C:9]2[S:10][CH:11]=[C:12]([CH3:14])[N:13]=2)=[N:6][CH:7]=1.[C:22]1(B(O)O)[CH:27]=[CH:26][CH:25]=[CH:24][CH:23]=1.C([O-])([O-])=O.[Na+].[Na+], predict the reaction product. The product is: [ClH:1].[CH3:14][C:12]1[N:13]=[C:9]([NH:8][C:5]2[C:4]([O:15][C:16]3[CH:21]=[CH:20][CH:19]=[CH:18][CH:17]=3)=[CH:3][C:2]([C:22]3[CH:27]=[CH:26][CH:25]=[CH:24][CH:23]=3)=[CH:7][N:6]=2)[S:10][CH:11]=1. (2) Given the reactants [Cl:1][C:2]1[CH:24]=[CH:23][C:5]([CH2:6][NH:7][C:8]([C:10]2[C:11](=[O:22])[C:12]3[CH:19]=[C:18]([CH2:20]O)[S:17][C:13]=3[N:14]([CH3:16])[CH:15]=2)=[O:9])=[CH:4][CH:3]=1.N1C(C)=CC(C)=CC=1C.CS(Cl)(=O)=O.[NH:39]1[CH2:44][CH2:43][O:42][CH2:41][CH2:40]1, predict the reaction product. The product is: [Cl:1][C:2]1[CH:3]=[CH:4][C:5]([CH2:6][NH:7][C:8]([C:10]2[C:11](=[O:22])[C:12]3[CH:19]=[C:18]([CH2:20][N:39]4[CH2:44][CH2:43][O:42][CH2:41][CH2:40]4)[S:17][C:13]=3[N:14]([CH3:16])[CH:15]=2)=[O:9])=[CH:23][CH:24]=1. (3) The product is: [Si:1]([O:8][C@H:9]1[CH2:18][C:17]2([CH2:21][CH2:20][CH2:19]2)[CH2:16][C:15]2[N:14]=[C:13]([CH:22]([CH3:24])[CH3:23])[C:12]([C@@H:25]([C:27]3[CH:32]=[CH:31][C:30]([C:33]([F:36])([F:35])[F:34])=[CH:29][CH:28]=3)[OH:26])=[C:11]([C:41]3[CH2:42][CH2:43][O:38][CH2:39][CH:40]=3)[C:10]1=2)([C:4]([CH3:7])([CH3:6])[CH3:5])([CH3:3])[CH3:2]. Given the reactants [Si:1]([O:8][C@H:9]1[CH2:18][C:17]2([CH2:21][CH2:20][CH2:19]2)[CH2:16][C:15]2[N:14]=[C:13]([CH:22]([CH3:24])[CH3:23])[C:12]([C@@H:25]([C:27]3[CH:32]=[CH:31][C:30]([C:33]([F:36])([F:35])[F:34])=[CH:29][CH:28]=3)[OH:26])=[C:11](I)[C:10]1=2)([C:4]([CH3:7])([CH3:6])[CH3:5])([CH3:3])[CH3:2].[O:38]1[CH2:43][CH:42]=[C:41](B2OC(C)(C)C(C)(C)O2)[CH2:40][CH2:39]1, predict the reaction product.